From a dataset of Reaction yield outcomes from USPTO patents with 853,638 reactions. Predict the reaction yield, written as a fraction of the theoretical maximum amount of product (1.0 means a 100% yield; for example, 0.34 means a 34% yield). The reactants are [NH2:1][C:2]1[CH:16]=[CH:15][CH:14]=[CH:13][C:3]=1[C:4]([NH:6][C:7]1[CH:12]=[CH:11][CH:10]=[CH:9][CH:8]=1)=[O:5].[CH2:17](OC(OCC)(OCC)C)[CH3:18]. The catalyst is O. The product is [CH3:17][C:18]1[N:6]([C:7]2[CH:12]=[CH:11][CH:10]=[CH:9][CH:8]=2)[C:4](=[O:5])[C:3]2[C:2](=[CH:16][CH:15]=[CH:14][CH:13]=2)[N:1]=1. The yield is 0.820.